From a dataset of Forward reaction prediction with 1.9M reactions from USPTO patents (1976-2016). Predict the product of the given reaction. (1) Given the reactants Cl.[NH2:2][CH2:3][C@@H:4]([C:6]1[C:14]2[S:13][C:12](=[O:15])[NH:11][C:10]=2[C:9]([O:16][CH2:17][C:18]2[CH:23]=[CH:22][CH:21]=[CH:20][CH:19]=2)=[CH:8][CH:7]=1)[OH:5].[C:24]1([CH2:34][CH2:35][O:36][CH2:37][CH2:38][S:39][CH2:40][CH2:41][CH:42]=O)[C:33]2[C:28](=[CH:29][CH:30]=[CH:31][CH:32]=2)[CH:27]=[CH:26][CH:25]=1.C(O)(=O)C.C([BH3-])#N.[Na+], predict the reaction product. The product is: [CH2:17]([O:16][C:9]1[C:10]2[NH:11][C:12](=[O:15])[S:13][C:14]=2[C:6]([C@@H:4]([OH:5])[CH2:3][NH:2][CH2:42][CH2:41][CH2:40][S:39][CH2:38][CH2:37][O:36][CH2:35][CH2:34][C:24]2[C:33]3[C:28](=[CH:29][CH:30]=[CH:31][CH:32]=3)[CH:27]=[CH:26][CH:25]=2)=[CH:7][CH:8]=1)[C:18]1[CH:19]=[CH:20][CH:21]=[CH:22][CH:23]=1. (2) Given the reactants [Cl:1][C:2]1[CH:19]=[C:18]([N+:20]([O-])=O)[CH:17]=[CH:16][C:3]=1[O:4][C:5]1[C:14]2[C:9](=[C:10]([F:15])[CH:11]=[CH:12][CH:13]=2)[N:8]=[CH:7][CH:6]=1.O.[Cl-].[Ca+2].[Cl-], predict the reaction product. The product is: [Cl:1][C:2]1[CH:19]=[C:18]([CH:17]=[CH:16][C:3]=1[O:4][C:5]1[C:14]2[C:9](=[C:10]([F:15])[CH:11]=[CH:12][CH:13]=2)[N:8]=[CH:7][CH:6]=1)[NH2:20]. (3) Given the reactants [CH2:1]([O:8][C:9]([N:11]1[CH:16]([CH2:17][CH3:18])[CH2:15][CH:14]([NH:19][CH2:20][C:21]2[CH:26]=[C:25]([C:27]([F:30])([F:29])[F:28])[CH:24]=[C:23]([C:31]([F:34])([F:33])[F:32])[CH:22]=2)[CH2:13][CH:12]1[CH2:35][C:36]1[CH:41]=[CH:40][CH:39]=[CH:38][CH:37]=1)=[O:10])[C:2]1[CH:7]=[CH:6][CH:5]=[CH:4][CH:3]=1.[CH3:42][O:43][C:44](Cl)=[O:45], predict the reaction product. The product is: [CH2:1]([O:8][C:9]([N:11]1[CH:16]([CH2:17][CH3:18])[CH2:15][CH:14]([N:19]([CH2:20][C:21]2[CH:26]=[C:25]([C:27]([F:29])([F:30])[F:28])[CH:24]=[C:23]([C:31]([F:32])([F:33])[F:34])[CH:22]=2)[C:44]([O:43][CH3:42])=[O:45])[CH2:13][CH:12]1[CH2:35][C:36]1[CH:37]=[CH:38][CH:39]=[CH:40][CH:41]=1)=[O:10])[C:2]1[CH:7]=[CH:6][CH:5]=[CH:4][CH:3]=1. (4) Given the reactants Cl.[C:2]1([C:8]2[S:9][CH:10]=[C:11]([C:13]([NH:15][C:16]3[CH:21]=[CH:20][CH:19]=[CH:18][C:17]=3[C:22]3[CH2:23][CH2:24][NH:25][CH2:26][CH:27]=3)=[O:14])[N:12]=2)[CH:7]=[CH:6][CH:5]=[CH:4][CH:3]=1.C(N(CC)CC)C.[N:35]1([C:41](Cl)=[O:42])[CH2:40][CH2:39][O:38][CH2:37][CH2:36]1.O, predict the reaction product. The product is: [N:35]1([C:41]([N:25]2[CH2:24][CH:23]=[C:22]([C:17]3[CH:18]=[CH:19][CH:20]=[CH:21][C:16]=3[NH:15][C:13]([C:11]3[N:12]=[C:8]([C:2]4[CH:7]=[CH:6][CH:5]=[CH:4][CH:3]=4)[S:9][CH:10]=3)=[O:14])[CH2:27][CH2:26]2)=[O:42])[CH2:40][CH2:39][O:38][CH2:37][CH2:36]1.